This data is from Retrosynthesis with 50K atom-mapped reactions and 10 reaction types from USPTO. The task is: Predict the reactants needed to synthesize the given product. (1) The reactants are: CC(C)(C)OC(=O)CC(=O)c1cccc(-n2nncc2COC2CCCCO2)c1.COc1cc(NC(=O)OC(C)(C)C)c(N)cc1C(F)(F)F. Given the product COc1cc(NC(=O)OC(C)(C)C)c(NC(=O)CC(=O)c2cccc(-n3nncc3COC3CCCCO3)c2)cc1C(F)(F)F, predict the reactants needed to synthesize it. (2) Given the product C=C(OCC)c1cnc(Cl)nc1, predict the reactants needed to synthesize it. The reactants are: C=C(OCC)[Sn](CCCC)(CCCC)CCCC.Clc1ncc(Br)cn1. (3) Given the product COc1cc2c(Oc3ccc(NC(=O)c4cccn(Cc5ccccc5)c4=O)cc3F)ccnc2cc1OCCCN1CCOCC1, predict the reactants needed to synthesize it. The reactants are: COc1cc2c(Oc3ccc(N)cc3F)ccnc2cc1OCCCN1CCOCC1.O=C(O)c1cccn(Cc2ccccc2)c1=O. (4) The reactants are: O=[N+]([O-])c1cccc(C(F)(F)F)c1O. Given the product Nc1cccc(C(F)(F)F)c1O, predict the reactants needed to synthesize it. (5) Given the product CC(C)(C)OC(=O)NCc1cc(F)c(C#N)c(F)c1, predict the reactants needed to synthesize it. The reactants are: CC(C)(C)OC(=O)OC(=O)OC(C)(C)C.N#Cc1c(F)cc(CN)cc1F. (6) Given the product Cc1nnc2n1-c1ccc(-c3cncc(C(F)(F)F)c3)cc1CC2, predict the reactants needed to synthesize it. The reactants are: Cc1nnc2n1-c1ccc(B3OC(C)(C)C(C)(C)O3)cc1CC2.FC(F)(F)c1cncc(Br)c1. (7) Given the product CCOC(CNc1cccc2c1CCO2)OCC, predict the reactants needed to synthesize it. The reactants are: CCOC(CBr)OCC.Nc1cccc2c1CCO2. (8) Given the product C=C(C)C[C@H](NC(=O)OC(C)(C)C)C(=O)O, predict the reactants needed to synthesize it. The reactants are: C=C(C)C[C@H](N)C(=O)O.CC(C)(C)OC(=O)OC(=O)OC(C)(C)C.